From a dataset of Peptide-MHC class I binding affinity with 185,985 pairs from IEDB/IMGT. Regression. Given a peptide amino acid sequence and an MHC pseudo amino acid sequence, predict their binding affinity value. This is MHC class I binding data. (1) The peptide sequence is GAVCISLTL. The MHC is H-2-Kb with pseudo-sequence H-2-Kb. The binding affinity (normalized) is 0.207. (2) The peptide sequence is VEMGIKNGP. The binding affinity (normalized) is 0.0847. The MHC is HLA-A69:01 with pseudo-sequence HLA-A69:01. (3) The peptide sequence is GASTSQETW. The MHC is HLA-B57:01 with pseudo-sequence HLA-B57:01. The binding affinity (normalized) is 0.785. (4) The peptide sequence is IHSNAEYGY. The MHC is Mamu-B17 with pseudo-sequence Mamu-B17. The binding affinity (normalized) is 0.666. (5) The peptide sequence is MHEDIISLW. The MHC is HLA-B44:02 with pseudo-sequence HLA-B44:02. The binding affinity (normalized) is 0.152. (6) The peptide sequence is HIGPGRAFY. The MHC is HLA-B44:03 with pseudo-sequence HLA-B44:03. The binding affinity (normalized) is 0. (7) The peptide sequence is VLLEARQAY. The MHC is HLA-A01:01 with pseudo-sequence HLA-A01:01. The binding affinity (normalized) is 0.0847. (8) The peptide sequence is IPVTMTLWYM. The MHC is HLA-B53:01 with pseudo-sequence HLA-B53:01. The binding affinity (normalized) is 0.608.